This data is from Catalyst prediction with 721,799 reactions and 888 catalyst types from USPTO. The task is: Predict which catalyst facilitates the given reaction. Reactant: [Si]([O:8][CH:9]1[CH2:14][CH2:13][N:12]([C:15]2[S:16][CH:17]=[C:18]([C:20](=[O:22])[NH2:21])[N:19]=2)[CH2:11][CH2:10]1)(C(C)(C)C)(C)C.C(O)(=O)C.[F-].C([N+](CCCC)(CCCC)CCCC)CCC. Product: [C:20]([C:18]1[N:19]=[C:15]([N:12]2[CH2:11][CH2:10][CH:9]([OH:8])[CH2:14][CH2:13]2)[S:16][CH:17]=1)(=[O:22])[NH2:21]. The catalyst class is: 7.